Dataset: Forward reaction prediction with 1.9M reactions from USPTO patents (1976-2016). Task: Predict the product of the given reaction. Given the reactants [H-].[Na+].[NH:3]1[C:7]2[CH:8]=[CH:9][C:10]([C:12]3[NH:13][C:14]4[N:15]([N:19]=[CH:20][C:21]=4[C:22]([NH:24][CH2:25][C:26]#[CH:27])=[O:23])[C:16](=[O:18])[CH:17]=3)=[CH:11][C:6]=2[N:5]=[N:4]1, predict the reaction product. The product is: [NH:3]1[C:7]2[CH:8]=[CH:9][C:10]([C:12]3[NH:13][C:14]4[N:15]([N:19]=[CH:20][C:21]=4[C:22]4[O:23][C:26]([CH3:27])=[CH:25][N:24]=4)[C:16](=[O:18])[CH:17]=3)=[CH:11][C:6]=2[N:5]=[N:4]1.